This data is from Full USPTO retrosynthesis dataset with 1.9M reactions from patents (1976-2016). The task is: Predict the reactants needed to synthesize the given product. Given the product [NH2:1][C:4]1[CH:5]=[CH:6][C:7]([CH2:10][CH2:11][CH2:12][C:13]#[N:14])=[N:8][CH:9]=1, predict the reactants needed to synthesize it. The reactants are: [N+:1]([C:4]1[CH:5]=[CH:6][C:7]([CH2:10][CH2:11][CH2:12][C:13]#[N:14])=[N:8][CH:9]=1)([O-])=O.[NH4+].[Cl-].